From a dataset of Forward reaction prediction with 1.9M reactions from USPTO patents (1976-2016). Predict the product of the given reaction. (1) Given the reactants [N-:1]=[N+]=[N-].[Na+].C(OC([N:12]1[CH2:17][C@@H:16]([CH2:18]OS(C2C=CC(C)=CC=2)(=O)=O)[C@H:15]([C:30]2[CH:35]=[CH:34][C:33]([CH2:36][O:37][CH2:38][C@H:39]([O:41][CH2:42][CH3:43])[CH3:40])=[CH:32][CH:31]=2)[C@@H:14]([O:44][CH2:45][C:46]2[CH:47]=[CH:48][C:49]3[O:54][CH2:53][CH2:52][N:51]([CH2:55][CH2:56][CH2:57][O:58][CH3:59])[C:50]=3[CH:60]=2)[CH2:13]1)=O)(C)(C)C, predict the reaction product. The product is: [CH2:42]([O:41][C@H:39]([CH3:40])[CH2:38][O:37][CH2:36][C:33]1[CH:34]=[CH:35][C:30]([C@@H:15]2[C@@H:14]([O:44][CH2:45][C:46]3[CH:47]=[CH:48][C:49]4[O:54][CH2:53][CH2:52][N:51]([CH2:55][CH2:56][CH2:57][O:58][CH3:59])[C:50]=4[CH:60]=3)[CH2:13][NH:12][CH2:17][C@H:16]2[CH2:18][NH2:1])=[CH:31][CH:32]=1)[CH3:43]. (2) Given the reactants [CH2:1]([O:8][C:9]1[C:14]([O:15][CH3:16])=[CH:13][CH:12]=[CH:11][C:10]=1[OH:17])[C:2]1[CH:7]=[CH:6][CH:5]=[CH:4][CH:3]=1.[I:18]I, predict the reaction product. The product is: [CH2:1]([O:8][C:9]1[C:14]([O:15][CH3:16])=[CH:13][CH:12]=[C:11]([I:18])[C:10]=1[OH:17])[C:2]1[CH:3]=[CH:4][CH:5]=[CH:6][CH:7]=1. (3) Given the reactants [C:1]([O:5][C:6](=[O:36])[NH:7][C:8]1([C:12]2[CH:17]=[CH:16][C:15](C3C(=O)C4C(=CC=C(F)C=4)OC=3C3C=CC=CC=3)=[CH:14][CH:13]=2)[CH2:11][CH2:10][CH2:9]1)([CH3:4])([CH3:3])[CH3:2].I[C:38]1[C:39](=[O:56])[C:40]2[C:41]([O:48][C:49]=1[C:50]1[CH:55]=[CH:54][CH:53]=[CH:52][CH:51]=1)=[C:42]([O:46][CH3:47])[N:43]=[CH:44][CH:45]=2, predict the reaction product. The product is: [C:1]([O:5][C:6](=[O:36])[NH:7][C:8]1([C:12]2[CH:13]=[CH:14][C:15]([C:38]3[C:39](=[O:56])[C:40]4[C:41]([O:48][C:49]=3[C:50]3[CH:55]=[CH:54][CH:53]=[CH:52][CH:51]=3)=[C:42]([O:46][CH3:47])[N:43]=[CH:44][CH:45]=4)=[CH:16][CH:17]=2)[CH2:9][CH2:10][CH2:11]1)([CH3:4])([CH3:2])[CH3:3]. (4) Given the reactants [F:1][C:2]1[C:10]([O:11][C:12]2[C:21]3[C:16](=[CH:17][C:18]([O:24][CH2:25][CH:26]4[CH2:31][CH2:30][NH:29][CH2:28][CH2:27]4)=[C:19]([O:22][CH3:23])[CH:20]=3)[N:15]=[N:14][CH:13]=2)=[CH:9][CH:8]=[C:7]2[C:3]=1[CH:4]=[C:5]([CH3:32])[NH:6]2.[C:33]([O-])(=O)C.[Na+].C=O.[BH4-].[Na+].C(O)(=O)C.C(O)(=O)C.C(O)(=O)C, predict the reaction product. The product is: [F:1][C:2]1[C:10]([O:11][C:12]2[C:21]3[C:16](=[CH:17][C:18]([O:24][CH2:25][CH:26]4[CH2:31][CH2:30][N:29]([CH3:33])[CH2:28][CH2:27]4)=[C:19]([O:22][CH3:23])[CH:20]=3)[N:15]=[N:14][CH:13]=2)=[CH:9][CH:8]=[C:7]2[C:3]=1[CH:4]=[C:5]([CH3:32])[NH:6]2. (5) The product is: [CH:13]1([S:18][CH:4]([C:5]2[CH:10]=[CH:9][CH:8]=[CH:7][CH:6]=2)[C:3]([OH:2])=[O:12])[CH2:17][CH2:16][CH2:15][CH2:14]1.[CH:13]1([S:18][CH:4]([C:5]2[CH:6]=[CH:7][CH:8]=[CH:9][CH:10]=2)[C:3]([NH:19][C:20]2[S:21][CH:22]=[CH:23][N:24]=2)=[O:12])[CH2:17][CH2:16][CH2:15][CH2:14]1. Given the reactants C[O:2][C:3](=[O:12])[CH2:4][C:5]1[CH:10]=[CH:9][CH:8]=[CH:7][C:6]=1Br.[CH:13]1([SH:18])[CH2:17][CH2:16][CH2:15][CH2:14]1.[NH2:19][C:20]1[S:21][CH:22]=[CH:23][N:24]=1, predict the reaction product. (6) Given the reactants [OH:1][CH:2]1[CH2:5][N:4]([C:6]([N:8]2[CH2:13][CH:12]([C:14]3[CH:19]=[CH:18][C:17]([C:20]([F:23])([F:22])[F:21])=[CH:16][CH:15]=3)[CH2:11][CH:10]([C:24](O)=[O:25])[CH2:9]2)=[O:7])[CH2:3]1.O[NH:28][C:29]([C:31]1[CH:32]=[N:33][CH:34]=[CH:35][CH:36]=1)=[NH:30], predict the reaction product. The product is: [OH:1][CH:2]1[CH2:3][N:4]([C:6]([N:8]2[CH2:13][CH:12]([C:14]3[CH:15]=[CH:16][C:17]([C:20]([F:22])([F:21])[F:23])=[CH:18][CH:19]=3)[CH2:11][CH:10]([C:24]3[O:25][N:30]=[C:29]([C:31]4[CH:32]=[N:33][CH:34]=[CH:35][CH:36]=4)[N:28]=3)[CH2:9]2)=[O:7])[CH2:5]1.